This data is from Full USPTO retrosynthesis dataset with 1.9M reactions from patents (1976-2016). The task is: Predict the reactants needed to synthesize the given product. Given the product [CH:25]([C:3]1[CH:2]=[C:1]2[CH:24]=[C:22]3[N:23]=[C:19]([CH:18]=[C:16]4[NH:17][C:13](=[CH:12][C:10]5[CH:9]=[CH:8][C:7](=[CH:6][C:4]=1[NH:5]2)[N:11]=5)[CH:14]=[CH:15]4)[CH:20]=[CH:21]3)=[CH2:26], predict the reactants needed to synthesize it. The reactants are: [C:1]12[CH:24]=[C:22]3[N:23]=[C:19]([CH:20]=[CH:21]3)[CH:18]=[C:16]3[NH:17][C:13]([CH:14]=[CH:15]3)=[CH:12][C:10]3=[N:11][C:7]([CH:8]=[CH:9]3)=[CH:6][C:4]([NH:5]1)=[CH:3][CH:2]=2.[CH:25]([Sn](CCCC)(CCCC)CCCC)=[CH2:26].